From a dataset of Full USPTO retrosynthesis dataset with 1.9M reactions from patents (1976-2016). Predict the reactants needed to synthesize the given product. (1) Given the product [NH2:1][C:2]1[C:17]([OH:18])=[CH:16][C:15]([Br:19])=[CH:14][C:3]=1[C:4]([NH:6][C:7]1[CH:12]=[CH:11][C:10]([Cl:13])=[CH:9][N:8]=1)=[O:5], predict the reactants needed to synthesize it. The reactants are: [NH2:1][C:2]1[C:17]([OH:18])=[CH:16][CH:15]=[CH:14][C:3]=1[C:4]([NH:6][C:7]1[CH:12]=[CH:11][C:10]([Cl:13])=[CH:9][N:8]=1)=[O:5].[Br:19]N1C(=O)CCC1=O.O.C(OCC)(=O)C. (2) Given the product [NH2:1][C:2]1[C:3]2[N:4]([C:8]([C@H:32]3[CH2:42][N:36]4[C:37](=[O:41])[CH2:38][N:39]([C:51](=[O:58])[C:52]5[CH:57]=[CH:56][N:55]=[CH:54][CH:53]=5)[CH2:40][C@@H:35]4[CH2:34][CH2:33]3)=[N:9][C:10]=2[C:11]2[CH:29]=[CH:28][C:14]([C:15]([NH:17][C:18]3[CH:23]=[C:22]([C:24]([F:26])([F:25])[F:27])[CH:21]=[CH:20][N:19]=3)=[O:16])=[CH:13][C:12]=2[O:30][CH3:31])[CH:5]=[CH:6][N:7]=1, predict the reactants needed to synthesize it. The reactants are: [NH2:1][C:2]1[C:3]2[N:4]([C:8]([C@H:32]3[CH2:42][N:36]4[C:37](=[O:41])[CH2:38][NH:39][CH2:40][C@@H:35]4[CH2:34][CH2:33]3)=[N:9][C:10]=2[C:11]2[CH:29]=[CH:28][C:14]([C:15]([NH:17][C:18]3[CH:23]=[C:22]([C:24]([F:27])([F:26])[F:25])[CH:21]=[CH:20][N:19]=3)=[O:16])=[CH:13][C:12]=2[O:30][CH3:31])[CH:5]=[CH:6][N:7]=1.C(N(CC)CC)C.Cl.[C:51](Cl)(=[O:58])[C:52]1[CH:57]=[CH:56][N:55]=[CH:54][CH:53]=1. (3) The reactants are: [O:1]1[C:6]2[CH:7]=[CH:8][C:9]([CH:11]=O)=[CH:10][C:5]=2[O:4][CH2:3][CH2:2]1.[C:13]([O:17][C:18]([N:20]1[CH2:25][CH2:24][CH:23]([NH:26][CH3:27])[CH2:22][CH2:21]1)=[O:19])([CH3:16])([CH3:15])[CH3:14].C(O)(=O)C.C([BH3-])#N.[Na+]. Given the product [C:13]([O:17][C:18]([N:20]1[CH2:21][CH2:22][CH:23]([N:26]([CH2:11][C:9]2[CH:8]=[CH:7][C:6]3[O:1][CH2:2][CH2:3][O:4][C:5]=3[CH:10]=2)[CH3:27])[CH2:24][CH2:25]1)=[O:19])([CH3:16])([CH3:15])[CH3:14], predict the reactants needed to synthesize it. (4) The reactants are: I[C:2]1[C:7]([C:8]([NH:10][C:11]2[CH:16]=[CH:15][CH:14]=[C:13]([N:17]3[CH2:22][CH2:21][O:20][CH2:19][CH2:18]3)[CH:12]=2)=[O:9])=[C:6]([O:23][CH3:24])[N:5]=[CH:4][CH:3]=1.C(N(CC)C(=O)C1C=CC=CC=1O)C.[O-]P([O-])([O-])=O.[K+].[K+].[K+].[NH2:47][CH2:48][C:49]1[CH:54]=[CH:53][CH:52]=[CH:51][N:50]=1.N. Given the product [CH3:24][O:23][C:6]1[N:5]=[CH:4][CH:3]=[C:2]([NH:47][CH2:48][C:49]2[CH:54]=[CH:53][CH:52]=[CH:51][N:50]=2)[C:7]=1[C:8]([NH:10][C:11]1[CH:16]=[CH:15][CH:14]=[C:13]([N:17]2[CH2:22][CH2:21][O:20][CH2:19][CH2:18]2)[CH:12]=1)=[O:9], predict the reactants needed to synthesize it. (5) Given the product [F:24][C:23]([F:26])([F:25])[C:21]([OH:27])=[O:22].[N:16]1[CH:17]=[CH:18][CH:19]=[C:14]([C:12]2[N:13]=[C:9]([S:8][CH2:7][C:6]([OH:20])=[O:5])[NH:10][CH:11]=2)[CH:15]=1, predict the reactants needed to synthesize it. The reactants are: C([O:5][C:6](=[O:20])[CH2:7][S:8][C:9]1[NH:10][CH:11]=[C:12]([C:14]2[CH:15]=[N:16][CH:17]=[CH:18][CH:19]=2)[N:13]=1)(C)(C)C.[C:21]([OH:27])([C:23]([F:26])([F:25])[F:24])=[O:22]. (6) Given the product [CH2:17]([N:11]1[CH2:12][CH:4]2[CH2:5][CH2:6][O:1][C:2](=[O:7])[CH:3]2[CH2:10]1)[C:18]1[CH:23]=[CH:22][CH:21]=[CH:20][CH:19]=1, predict the reactants needed to synthesize it. The reactants are: [O:1]1[CH2:6][CH2:5][CH:4]=[CH:3][C:2]1=[O:7].CO[CH2:10][N:11]([CH2:17][C:18]1[CH:23]=[CH:22][CH:21]=[CH:20][CH:19]=1)[CH2:12][Si](C)(C)C.C(O)(C(F)(F)F)=O.